From a dataset of Reaction yield outcomes from USPTO patents with 853,638 reactions. Predict the reaction yield, written as a fraction of the theoretical maximum amount of product (1.0 means a 100% yield; for example, 0.34 means a 34% yield). The reactants are C(OC(C1(CCCBr)CCC1)=O)C.C([O:16][C:17]([C:19]1([CH2:23][CH2:24][CH2:25][S:26][CH3:27])[CH2:22][CH2:21][CH2:20]1)=[O:18])C. No catalyst specified. The product is [CH3:27][S:26][CH2:25][CH2:24][CH2:23][C:19]1([C:17]([OH:18])=[O:16])[CH2:22][CH2:21][CH2:20]1. The yield is 0.160.